This data is from Reaction yield outcomes from USPTO patents with 853,638 reactions. The task is: Predict the reaction yield, written as a fraction of the theoretical maximum amount of product (1.0 means a 100% yield; for example, 0.34 means a 34% yield). (1) The catalyst is C(Cl)(Cl)(Cl)Cl. The product is [C:1]([C:5]([NH:7][C:8]1[CH:13]=[CH:12][CH:11]=[C:10]([C:14]2[CH:19]=[CH:18][C:17]([CH2:20][Br:22])=[CH:16][C:15]=2[F:21])[N:9]=1)=[O:6])([CH3:4])([CH3:3])[CH3:2]. The yield is 0.520. The reactants are [C:1]([C:5]([NH:7][C:8]1[CH:13]=[CH:12][CH:11]=[C:10]([C:14]2[CH:19]=[CH:18][C:17]([CH3:20])=[CH:16][C:15]=2[F:21])[N:9]=1)=[O:6])([CH3:4])([CH3:3])[CH3:2].[Br:22]N1C(=O)CCC1=O. (2) The reactants are [CH:1]1[C:13]2[CH:12]([CH2:14][O:15][C:16]([NH:18][C@@H:19]([CH2:27][C:28]3[CH:29]=[N:30][C:31]([Br:34])=[CH:32][CH:33]=3)[C:20]([O:22]C(C)(C)C)=[O:21])=[O:17])[C:11]3[C:6](=[CH:7][CH:8]=[CH:9][CH:10]=3)[C:5]=2[CH:4]=[CH:3][CH:2]=1.[Cl-:35].[Ca+2].[Cl-]. The catalyst is C(O)(C(F)(F)F)=O. The product is [ClH:35].[CH:10]1[C:11]2[CH:12]([CH2:14][O:15][C:16]([NH:18][CH:19]([CH2:27][C:28]3[CH:29]=[N:30][C:31]([Br:34])=[CH:32][CH:33]=3)[C:20]([OH:22])=[O:21])=[O:17])[C:13]3[C:5](=[CH:4][CH:3]=[CH:2][CH:1]=3)[C:6]=2[CH:7]=[CH:8][CH:9]=1. The yield is 0.860. (3) The reactants are C([N:8]1[CH:12]=[C:11](/[CH:13]=[CH:14]/[C:15]([O:17][CH3:18])=[O:16])[C:10]([CH:19]([CH3:21])[CH3:20])=[N:9]1)C1C=CC=CC=1.C(O)C. The catalyst is [C].[Pd].C(O)=O. The product is [CH:19]([C:10]1[C:11]([CH2:13][CH2:14][C:15]([O:17][CH3:18])=[O:16])=[CH:12][NH:8][N:9]=1)([CH3:21])[CH3:20]. The yield is 0.870. (4) The catalyst is C(O)(=O)C. The product is [C:1]([C:14]1([NH:4][C:5]2[CH:12]=[CH:11][C:8]([C:9]#[N:10])=[C:7]([F:13])[CH:6]=2)[CH2:18][CH2:17][CH2:16][CH2:15]1)#[N:2]. The reactants are [C-:1]#[N:2].[Na+].[NH2:4][C:5]1[CH:12]=[CH:11][C:8]([C:9]#[N:10])=[C:7]([F:13])[CH:6]=1.[C:14]1(=O)[CH2:18][CH2:17][CH2:16][CH2:15]1. The yield is 0.900. (5) The reactants are [N:1]1[C:10]2[CH2:9][CH2:8][CH2:7][CH2:6][C:5]=2[N:4]=[CH:3][CH:2]=1.[Br:11]NC(=O)CCC(N)=O.C(=O)(O)[O-].[Na+]. The catalyst is C(Cl)(Cl)(Cl)Cl.C(OOC(=O)C1C=CC=CC=1)(=O)C1C=CC=CC=1. The product is [Br:11][CH:9]1[CH2:8][CH2:7][CH2:6][C:5]2[N:4]=[CH:3][CH:2]=[N:1][C:10]1=2. The yield is 0.540. (6) The reactants are [F:1][C:2]1[C:7]([F:8])=[C:6]([F:9])[C:5]([F:10])=[C:4]([F:11])[C:3]=1[CH2:12][C:13]([C:15]1[CH:25]=[CH:24][C:18]([CH:19]=[CH:20][C:21]([OH:23])=[O:22])=[CH:17][CH:16]=1)=[O:14].C=O.Cl.[CH3:29]NC.S([O-])([O-])(=O)=O.[Mg+2].Cl. The catalyst is O1CCOCC1.C(O)(=O)C. The product is [F:1][C:2]1[C:7]([F:8])=[C:6]([F:9])[C:5]([F:10])=[C:4]([F:11])[C:3]=1[C:12](=[CH2:29])[C:13]([C:15]1[CH:25]=[CH:24][C:18]([CH:19]=[CH:20][C:21]([OH:23])=[O:22])=[CH:17][CH:16]=1)=[O:14]. The yield is 0.930. (7) The reactants are Cl.[C@@H:2]1([N:10]2[CH:17]=[CH:16][C:14]([NH2:15])=[N:13][C:11]2=[O:12])[O:9][C@H:6]([CH2:7][OH:8])[C@@H:4]([OH:5])[CH2:3]1.C[Si](C)(C)Cl.[C:23]1([CH2:36][O:37][C:38](Cl)=[O:39])[C:35]2[CH2:34][C:33]3[C:28](=[CH:29][CH:30]=[CH:31][CH:32]=3)[C:27]=2[CH:26]=CC=1.N1C=CC=[CH:43][CH:42]=1. No catalyst specified. The product is [C:38]([NH:15][C:14]1[CH:16]=[CH:17][N:10]([C@@H:2]2[O:9][C@H:6]([CH2:7][OH:8])[C@@H:4]([OH:5])[CH2:3]2)[C:11](=[O:12])[N:13]=1)([O:37][CH2:36][CH:23]1[C:35]2[C:34](=[CH:42][CH:43]=[CH:26][CH:27]=2)[C:33]2[C:28]1=[CH:29][CH:30]=[CH:31][CH:32]=2)=[O:39]. The yield is 0.970. (8) The reactants are [Al+3].[Cl-].[Cl-].[Cl-].[C:5]12([C:15](Cl)=[O:16])[CH2:14][CH:9]3[CH2:10][CH:11]([CH2:13][CH:7]([CH2:8]3)[CH2:6]1)[CH2:12]2.[F:18][C:19]1[CH:20]=[C:21]([OH:25])[CH:22]=[CH:23][CH:24]=1.CCCCCCC.C1(C)C=CC=CC=1. The catalyst is ClCCCl. The product is [C:5]12([C:15]([C:24]3[CH:23]=[CH:22][C:21]([OH:25])=[CH:20][C:19]=3[F:18])=[O:16])[CH2:14][CH:9]3[CH2:10][CH:11]([CH2:13][CH:7]([CH2:8]3)[CH2:6]1)[CH2:12]2. The yield is 0.480. (9) The reactants are Br[C:2]1[C:3]([NH:18][C@@H:19]2[C:27]3[C:22](=[CH:23][CH:24]=[CH:25][CH:26]=3)[CH2:21][C@@H:20]2[OH:28])=[N:4][C:5]([O:16][CH3:17])=[C:6]([C:8]2[CH:13]=[CH:12][C:11]([Cl:14])=[CH:10][C:9]=2[Cl:15])[N:7]=1.[CH2:29]([Sn](CCCC)(CCCC)C=C)[CH2:30]CC.[F-].[K+]. The catalyst is CN(C=O)C.C1C=CC([P]([Pd]([P](C2C=CC=CC=2)(C2C=CC=CC=2)C2C=CC=CC=2)([P](C2C=CC=CC=2)(C2C=CC=CC=2)C2C=CC=CC=2)[P](C2C=CC=CC=2)(C2C=CC=CC=2)C2C=CC=CC=2)(C2C=CC=CC=2)C2C=CC=CC=2)=CC=1. The product is [Cl:15][C:9]1[CH:10]=[C:11]([Cl:14])[CH:12]=[CH:13][C:8]=1[C:6]1[N:7]=[C:2]([CH:29]=[CH2:30])[C:3]([NH:18][C@@H:19]2[C:27]3[C:22](=[CH:23][CH:24]=[CH:25][CH:26]=3)[CH2:21][C@@H:20]2[OH:28])=[N:4][C:5]=1[O:16][CH3:17]. The yield is 0.380. (10) The reactants are [CH2:1]([C:3]1[C:11]([CH3:12])=[C:10]2[C:6]([C:7](=[O:13])[O:8][CH2:9]2)=[C:5]([O:14][CH2:15][CH2:16][Si:17]([CH3:20])([CH3:19])[CH3:18])[C:4]=1[CH2:21][CH:22]=[C:23]([CH3:26])[CH:24]=[O:25])[CH3:2].[BH4-].[Li+]. The catalyst is CO.CO.O.C1COCC1. The product is [CH2:1]([C:3]1[C:11]([CH3:12])=[C:10]2[C:6](=[C:5]([O:14][CH2:15][CH2:16][Si:17]([CH3:18])([CH3:19])[CH3:20])[C:4]=1[CH2:21][CH:22]=[C:23]([CH3:26])[CH2:24][OH:25])[C:7](=[O:13])[O:8][CH2:9]2)[CH3:2]. The yield is 0.730.